From a dataset of Retrosynthesis with 50K atom-mapped reactions and 10 reaction types from USPTO. Predict the reactants needed to synthesize the given product. (1) Given the product CNC1CCN(c2nccnc2C2CN(c3ccc4ccccc4n3)C2)C1, predict the reactants needed to synthesize it. The reactants are: CN(C(=O)OC(C)(C)C)C1CCN(c2nccnc2C2CN(c3ccc4ccccc4n3)C2)C1. (2) The reactants are: CC(C)Br.COc1ccc(C=O)cc1OC. Given the product COc1ccc(C(O)C(C)C)cc1OC, predict the reactants needed to synthesize it. (3) Given the product NCC1(c2ccccc2)CCCC1, predict the reactants needed to synthesize it. The reactants are: N#CC1(c2ccccc2)CCCC1. (4) Given the product O=C(N1CCOCCOCCOCCOCCOCC1)C12CC3CC(CC(C3)C1)C2, predict the reactants needed to synthesize it. The reactants are: C1COCCOCCOCCOCCOCCN1.O=C(Cl)C12CC3CC(CC(C3)C1)C2. (5) Given the product CC1(C)Cc2cc(C(=O)O)ccc2NC1c1cccc(N2CCN(c3ccc(Cl)cc3)CC2)c1, predict the reactants needed to synthesize it. The reactants are: CCOC(=O)c1ccc2c(c1)CC(C)(C)C(c1cccc(N3CCN(c4ccc(Cl)cc4)CC3)c1)N2. (6) Given the product CN(C)c1ccc(-c2cc(=O)c3c(NCCCCCCN4CCCC4)c(F)cc(F)c3o2)cc1F, predict the reactants needed to synthesize it. The reactants are: C1CCNC1.CN(C)c1ccc(-c2cc(=O)c3c(NCCCCCCBr)c(F)cc(F)c3o2)cc1F.